From a dataset of Full USPTO retrosynthesis dataset with 1.9M reactions from patents (1976-2016). Predict the reactants needed to synthesize the given product. (1) Given the product [OH2:9].[Cl:1][C:2]1[CH:7]=[C:6]([Cl:8])[C:5]([O:9][CH3:10])=[CH:4][C:3]=1[NH:11][C:12]1[C:21]2[C:16](=[CH:17][C:18]([O:24][CH2:25][CH2:26][CH2:27][N:28]3[CH2:33][CH2:32][N:31]([CH3:34])[CH2:30][CH2:29]3)=[C:19]([O:22][CH3:23])[CH:20]=2)[N:15]=[CH:14][C:13]=1[C:35]#[N:36], predict the reactants needed to synthesize it. The reactants are: [Cl:1][C:2]1[CH:7]=[C:6]([Cl:8])[C:5]([O:9][CH3:10])=[CH:4][C:3]=1[NH:11][C:12]1[C:21]2[C:16](=[CH:17][C:18]([O:24][CH2:25][CH2:26][CH2:27][N:28]3[CH2:33][CH2:32][N:31]([CH3:34])[CH2:30][CH2:29]3)=[C:19]([O:22][CH3:23])[CH:20]=2)[N:15]=[CH:14][C:13]=1[C:35]#[N:36]. (2) Given the product [C:18]([O:22][C:23]([NH:25][CH:26]1[CH2:31][CH2:30][CH2:29][N:28]([C:32]2[N:33]([CH2:42][C:43]#[C:44][CH3:45])[C:34]3[C:39](=[O:40])[N:38]([CH2:2][C:3]4[C:9]5[CH:10]=[CH:11][CH:12]=[CH:13][C:8]=5[O:7][C:6]5[CH:14]=[CH:15][CH:16]=[CH:17][C:5]=5[N:4]=4)[N:37]=[CH:36][C:35]=3[N:41]=2)[CH2:27]1)=[O:24])([CH3:21])([CH3:20])[CH3:19], predict the reactants needed to synthesize it. The reactants are: Cl[CH2:2][C:3]1[C:9]2[CH:10]=[CH:11][CH:12]=[CH:13][C:8]=2[O:7][C:6]2[CH:14]=[CH:15][CH:16]=[CH:17][C:5]=2[N:4]=1.[C:18]([O:22][C:23]([NH:25][CH:26]1[CH2:31][CH2:30][CH2:29][N:28]([C:32]2[N:33]([CH2:42][C:43]#[C:44][CH3:45])[C:34]3[C:39](=[O:40])[NH:38][N:37]=[CH:36][C:35]=3[N:41]=2)[CH2:27]1)=[O:24])([CH3:21])([CH3:20])[CH3:19].C(=O)([O-])[O-].[K+].[K+].O.